This data is from Reaction yield outcomes from USPTO patents with 853,638 reactions. The task is: Predict the reaction yield, written as a fraction of the theoretical maximum amount of product (1.0 means a 100% yield; for example, 0.34 means a 34% yield). (1) The reactants are C([O:8][C:9]1[CH:14]=[CH:13][C:12]([N:15]2[CH2:20][CH2:19][O:18][CH2:17][CH2:16]2)=[CH:11][C:10]=1[N+:21]([O-])=O)C1C=CC=CC=1. The catalyst is ClCCl.C(O)C.[Pd]. The product is [NH2:21][C:10]1[CH:11]=[C:12]([N:15]2[CH2:16][CH2:17][O:18][CH2:19][CH2:20]2)[CH:13]=[CH:14][C:9]=1[OH:8]. The yield is 0.960. (2) The reactants are [NH:1]([C:3]1[CH:8]=[C:7]([O:9][CH2:10][CH2:11][O:12][CH3:13])[CH:6]=[CH:5][N:4]=1)[NH2:2].[Si:14]([O:21][C:22]1[CH:23]=[CH:24][CH:25]=[C:26]2[C:31]=1[N:30]=[C:29]([CH:32]=O)[CH:28]=[CH:27]2)([C:17]([CH3:20])([CH3:19])[CH3:18])([CH3:16])[CH3:15]. The catalyst is CCO. The product is [Si:14]([O:21][C:22]1[CH:23]=[CH:24][CH:25]=[C:26]2[C:31]=1[N:30]=[C:29]([CH:32]=[N:2][NH:1][C:3]1[CH:8]=[C:7]([O:9][CH2:10][CH2:11][O:12][CH3:13])[CH:6]=[CH:5][N:4]=1)[CH:28]=[CH:27]2)([C:17]([CH3:20])([CH3:19])[CH3:18])([CH3:15])[CH3:16]. The yield is 0.560. (3) The reactants are [NH2:1][C:2]1[C:21]([C:22](ON2C3C=CC=CC=3N=N2)=[O:23])=[C:5]2[N:6]=[C:7]3[CH2:13][CH2:12][N:11]([C:14]([O:16][C:17]([CH3:20])([CH3:19])[CH3:18])=[O:15])[CH2:10][C:8]3=[CH:9][N:4]2[N:3]=1.[CH:34]1([C:37]2[CH:42]=[CH:41][N:40]=[CH:39][C:38]=2[NH2:43])[CH2:36][CH2:35]1. The catalyst is CN1C(=O)CCC1. The product is [NH2:1][C:2]1[C:21]([C:22](=[O:23])[NH:43][C:38]2[CH:39]=[N:40][CH:41]=[CH:42][C:37]=2[CH:34]2[CH2:36][CH2:35]2)=[C:5]2[N:6]=[C:7]3[CH2:13][CH2:12][N:11]([C:14]([O:16][C:17]([CH3:20])([CH3:19])[CH3:18])=[O:15])[CH2:10][C:8]3=[CH:9][N:4]2[N:3]=1. The yield is 0.580.